Predict which catalyst facilitates the given reaction. From a dataset of Catalyst prediction with 721,799 reactions and 888 catalyst types from USPTO. (1) Reactant: [OH-].[Na+].[N+:3]([CH3:6])([O-:5])=[O:4].[CH3:7][CH:8]([CH2:11][CH2:12][CH2:13]C)[CH:9]=[O:10].[CH2:15](O)C. Product: [CH3:7][CH:8]([CH2:11][CH:12]([CH3:13])[CH3:15])[CH:9]([OH:10])[CH2:6][N+:3]([O-:5])=[O:4]. The catalyst class is: 6. (2) Reactant: [Cl:1][C:2]1[CH:3]=[C:4]([C:24]#[N:25])[CH:5]=[C:6]2[C:10]=1[C:9](=[O:11])[N:8]([CH2:12][C:13]1[CH:18]=[CH:17][C:16]([O:19][C:20]([F:23])([F:22])[F:21])=[CH:15][CH:14]=1)[CH2:7]2.OC1C=CC=C2C=1N=CC=C2.Cl.[NH2:38][OH:39].C(=O)([O-])[O-].[Na+].[Na+]. Product: [Cl:1][C:2]1[CH:3]=[C:4]([C:24]([NH:38][OH:39])=[NH:25])[CH:5]=[C:6]2[C:10]=1[C:9](=[O:11])[N:8]([CH2:12][C:13]1[CH:18]=[CH:17][C:16]([O:19][C:20]([F:21])([F:22])[F:23])=[CH:15][CH:14]=1)[CH2:7]2. The catalyst class is: 40. (3) Reactant: [C:1]([C:4]1[CH:9]=[C:8]([Br:10])[CH:7]=[CH:6][C:5]=1[NH:11][C:12](=O)[CH3:13])(=O)[CH3:2].C([O-])(=O)C.[NH4+:19]. Product: [Br:10][C:8]1[CH:9]=[C:4]2[C:5](=[CH:6][CH:7]=1)[N:11]=[C:12]([CH3:13])[N:19]=[C:1]2[CH3:2]. The catalyst class is: 15.